The task is: Predict the reactants needed to synthesize the given product.. This data is from Full USPTO retrosynthesis dataset with 1.9M reactions from patents (1976-2016). (1) Given the product [C:1]([C:5]1[CH:19]=[CH:18][C:8]([OH:9])=[CH:7][C:6]=1[O:20][CH3:21])([CH3:4])([CH3:2])[CH3:3], predict the reactants needed to synthesize it. The reactants are: [C:1]([C:5]1[CH:19]=[CH:18][C:8]([O:9]CC(OC(C)(C)C)=O)=[CH:7][C:6]=1[O:20][CH3:21])([CH3:4])([CH3:3])[CH3:2].FC(F)(F)C(O)=O.C(C1C=CC(OCC(O)=O)=CC=1OC)(C)(C)C.[Cl-].ClC1N(C)CC[NH+]1C.Cl.NCC1C=CC(NS(C)(=O)=O)=C(F)C=1. (2) Given the product [Cl:1][C:2]1[C:10]2[C:5](=[CH:6][C:7]([C:11]([NH:13][CH:14]([C:24]3[CH:29]=[CH:28][N:27]=[CH:26][CH:25]=3)[CH2:15][O:16][CH2:17][CH:18]3[CH2:19][CH2:20][N:21]([CH:31]([CH3:33])[CH3:30])[CH2:22][CH2:23]3)=[O:12])=[CH:8][CH:9]=2)[NH:4][CH:3]=1, predict the reactants needed to synthesize it. The reactants are: [Cl:1][C:2]1[C:10]2[C:5](=[CH:6][C:7]([C:11]([NH:13][CH:14]([C:24]3[CH:29]=[CH:28][N:27]=[CH:26][CH:25]=3)[CH2:15][O:16][CH2:17][CH:18]3[CH2:23][CH2:22][NH:21][CH2:20][CH2:19]3)=[O:12])=[CH:8][CH:9]=2)[NH:4][CH:3]=1.[CH3:30][C:31]([CH3:33])=O.